This data is from Catalyst prediction with 721,799 reactions and 888 catalyst types from USPTO. The task is: Predict which catalyst facilitates the given reaction. (1) Reactant: Cl.[CH3:2][N:3]([CH2:11][CH2:12][CH2:13][CH2:14][O:15][C:16]1[CH:21]=[CH:20][CH:19]=[C:18]([C:22]([F:25])([F:24])[F:23])[CH:17]=1)CC1C=CC=CC=1.[H][H]. Product: [CH3:2][NH:3][CH2:11][CH2:12][CH2:13][CH2:14][O:15][C:16]1[CH:21]=[CH:20][CH:19]=[C:18]([C:22]([F:23])([F:24])[F:25])[CH:17]=1. The catalyst class is: 19. (2) Reactant: [F:1][C:2]1[CH:3]=[C:4]([C:9]2([CH3:16])[NH:13][C:12](=[O:14])[NH:11][C:10]2=[O:15])[CH:5]=[C:6]([F:8])[CH:7]=1.C(=O)([O-])[O-].[K+].[K+].[CH3:23][O:24][C:25]1[CH:32]=[CH:31][C:28]([CH2:29]Cl)=[CH:27][CH:26]=1. Product: [F:8][C:6]1[CH:5]=[C:4]([C:9]2([CH3:16])[NH:13][C:12](=[O:14])[N:11]([CH2:29][C:28]3[CH:31]=[CH:32][C:25]([O:24][CH3:23])=[CH:26][CH:27]=3)[C:10]2=[O:15])[CH:3]=[C:2]([F:1])[CH:7]=1. The catalyst class is: 3.